The task is: Predict the reactants needed to synthesize the given product.. This data is from Full USPTO retrosynthesis dataset with 1.9M reactions from patents (1976-2016). (1) Given the product [CH2:25]([O:1][CH:2]([CH2:8][C:9]1[CH:14]=[CH:13][C:12]([O:15][CH2:16][C:17]2[CH:22]=[CH:21][CH:20]=[CH:19][CH:18]=2)=[CH:11][CH:10]=1)[C:3]([O:5][CH2:6][CH3:7])=[O:4])[CH3:26], predict the reactants needed to synthesize it. The reactants are: [OH:1][CH:2]([CH2:8][C:9]1[CH:14]=[CH:13][C:12]([O:15][CH2:16][C:17]2[CH:22]=[CH:21][CH:20]=[CH:19][CH:18]=2)=[CH:11][CH:10]=1)[C:3]([O:5][CH2:6][CH3:7])=[O:4].[OH-].[K+].[CH2:25](I)[CH3:26]. (2) Given the product [Br:1][C:2]1[CH:3]=[C:4]2[C:9](=[CH:10][CH:11]=1)[N:8]=[CH:7][C:6]([CH:12]=[CH:18][C:16]([O:15][CH3:14])=[O:17])=[CH:5]2, predict the reactants needed to synthesize it. The reactants are: [Br:1][C:2]1[CH:3]=[C:4]2[C:9](=[CH:10][CH:11]=1)[N:8]=[CH:7][C:6]([CH:12]=O)=[CH:5]2.[CH3:14][O:15][C:16]([CH:18]=P(C1C=CC=CC=1)(C1C=CC=CC=1)C1C=CC=CC=1)=[O:17]. (3) Given the product [I:1][C:2]1[C:7]([O:8][CH2:12]/[CH:13]=[CH:14]/[C:15]([O:17][CH2:18][CH3:19])=[O:16])=[C:6]([O:9][CH3:10])[CH:5]=[CH:4][CH:3]=1, predict the reactants needed to synthesize it. The reactants are: [I:1][C:2]1[C:7]([OH:8])=[C:6]([O:9][CH3:10])[CH:5]=[CH:4][CH:3]=1.Br[CH2:12]/[CH:13]=[CH:14]/[C:15]([O:17][CH2:18][CH3:19])=[O:16]. (4) Given the product [CH3:1][C:2]1[C:3]([C:13]([F:15])([F:14])[F:12])=[N:4][NH:5][CH:6]=1, predict the reactants needed to synthesize it. The reactants are: [CH3:1][C:2]1[CH:3]=[N:4][NH:5][CH:6]=1.S(=O)(=O)(O)O.[F:12][C:13](I)([F:15])[F:14].OO. (5) Given the product [OH:1][C:2]1[C:9]([OH:10])=[CH:8][C:5]([C:6]#[N:7])=[C:4](/[CH:12]=[CH:13]/[C:14]2[CH:19]=[CH:18][C:17]([O:20][CH3:21])=[CH:16][CH:15]=2)[C:3]=1[C:22]#[N:23], predict the reactants needed to synthesize it. The reactants are: [OH:1][C:2]1[C:9]([O:10]C)=[CH:8][C:5]([C:6]#[N:7])=[C:4](/[CH:12]=[CH:13]/[C:14]2[CH:19]=[CH:18][C:17]([O:20][CH3:21])=[CH:16][CH:15]=2)[C:3]=1[C:22]#[N:23].BrC1C(C#N)=C(O)C(OC)=CC=1C#N.COC1C=CC(/C=C/B(O)O)=CC=1. (6) Given the product [F:61][C:56]1[CH:57]=[CH:58][CH:59]=[CH:60][C:55]=1[CH2:54][N:50]1[C:51]2[C:47](=[CH:46][C:45]([NH:44][C:8](=[O:10])[CH2:7][C:2]3([CH3:1])[O:3][CH2:4][CH2:5][O:6]3)=[CH:53][CH:52]=2)[CH:48]=[C:49]1[C:62]([O:64][CH2:65][CH3:66])=[O:63], predict the reactants needed to synthesize it. The reactants are: [CH3:1][C:2]1([CH2:7][C:8]([OH:10])=O)[O:6][CH2:5][CH2:4][O:3]1.F[P-](F)(F)(F)(F)F.N1(OC(N(C)C)=[N+](C)C)C2N=CC=CC=2N=N1.C(N(CC)C(C)C)(C)C.[NH2:44][C:45]1[CH:46]=[C:47]2[C:51](=[CH:52][CH:53]=1)[N:50]([CH2:54][C:55]1[CH:60]=[CH:59][CH:58]=[CH:57][C:56]=1[F:61])[C:49]([C:62]([O:64][CH2:65][CH3:66])=[O:63])=[CH:48]2. (7) The reactants are: O[CH2:2][C:3]1[N:7]([CH2:8][CH2:9][O:10][CH3:11])[CH:6]=[N:5][CH:4]=1.S(Cl)([Cl:14])=O. Given the product [ClH:14].[Cl:14][CH2:2][C:3]1[N:7]([CH2:8][CH2:9][O:10][CH3:11])[CH:6]=[N:5][CH:4]=1, predict the reactants needed to synthesize it.